This data is from Forward reaction prediction with 1.9M reactions from USPTO patents (1976-2016). The task is: Predict the product of the given reaction. (1) Given the reactants [NH2:1][C:2](=[N:36][C:37](=[O:44])[C:38]1[CH:43]=[CH:42][CH:41]=[CH:40][CH:39]=1)[C:3]1[CH:8]=[CH:7][C:6]([NH:9][C@H:10]([C:23]2[CH:28]=[C:27]([O:29][CH3:30])[CH:26]=[C:25]([O:31][CH2:32][CH2:33][OH:34])[C:24]=2[F:35])[C:11]2[NH:15][C:14](=[O:16])[N:13]([C:17]3[N:22]=[CH:21][CH:20]=[CH:19][N:18]=3)[N:12]=2)=[CH:5][CH:4]=1.C(=O)([O-])O.[K+].[F:50][C@H:51]1[CH2:56][CH2:55][CH2:54][CH2:53][C@@H:52]1[O:57][C:58](=[O:63])[O:59][CH:60](Cl)[CH3:61].[I-].[Na+], predict the reaction product. The product is: [F:50][C@H:51]1[CH2:56][CH2:55][CH2:54][CH2:53][C@@H:52]1[O:57][C:58](=[O:63])[O:59][CH:60]([O:16][C:14]1[N:13]([C:17]2[N:18]=[CH:19][CH:20]=[CH:21][N:22]=2)[N:12]=[C:11]([C@H:10]([NH:9][C:6]2[CH:7]=[CH:8][C:3]([C:2]([NH2:1])=[N:36][C:37](=[O:44])[C:38]3[CH:39]=[CH:40][CH:41]=[CH:42][CH:43]=3)=[CH:4][CH:5]=2)[C:23]2[CH:28]=[C:27]([O:29][CH3:30])[CH:26]=[C:25]([O:31][CH2:32][CH2:33][OH:34])[C:24]=2[F:35])[N:15]=1)[CH3:61]. (2) Given the reactants CS(O[CH2:6][CH2:7][C:8]1[O:9][C:10]2[CH:16]=[CH:15][C:14]([C:17]3[CH:22]=[CH:21][C:20]([C:23]#[N:24])=[CH:19][CH:18]=3)=[CH:13][C:11]=2[CH:12]=1)(=O)=O.[CH:25]([NH:28][CH3:29])([CH3:27])[CH3:26], predict the reaction product. The product is: [CH:25]([N:28]([CH3:29])[CH2:6][CH2:7][C:8]1[O:9][C:10]2[CH:16]=[CH:15][C:14]([C:17]3[CH:22]=[CH:21][C:20]([C:23]#[N:24])=[CH:19][CH:18]=3)=[CH:13][C:11]=2[CH:12]=1)([CH3:27])[CH3:26]. (3) The product is: [Br:1][C:2]1[CH:3]=[C:4]2[C:12](=[CH:13][CH:14]=1)[NH:11][C:10]1[CH:9]([NH:16][C:17]3[CH:22]=[CH:21][CH:20]=[CH:19][CH:18]=3)[CH2:8][CH2:7][CH2:6][C:5]2=1. Given the reactants [Br:1][C:2]1[CH:3]=[C:4]2[C:12](=[CH:13][CH:14]=1)[NH:11][C:10]1[C:9](=O)[CH2:8][CH2:7][CH2:6][C:5]2=1.[NH2:16][C:17]1[CH:22]=[CH:21][CH:20]=[CH:19][CH:18]=1.C1(C)C=CC(S(O)(=O)=O)=CC=1.[BH4-].[Na+], predict the reaction product. (4) Given the reactants [F:1][C:2]1[C:7]([F:8])=[CH:6][CH:5]=[C:4]([F:9])[C:3]=1[CH2:10][C:11](=[O:13])[CH3:12].[C:14](O)(=O)C.N1CCCCC1.C=O, predict the reaction product. The product is: [F:1][C:2]1[C:7]([F:8])=[CH:6][CH:5]=[C:4]([F:9])[C:3]=1[C:10](=[CH2:14])[C:11](=[O:13])[CH3:12]. (5) Given the reactants C([O:4][CH2:5][C:6]1[C:7]([N:35]2[CH2:47][CH2:46][N:38]3[C:39]4[CH2:40][CH2:41][CH2:42][CH2:43][C:44]=4[CH:45]=[C:37]3[C:36]2=[O:48])=[N:8][CH:9]=[CH:10][C:11]=1[C:12]1[CH:17]=[C:16]([NH:18][C:19]2[CH:24]=[CH:23][C:22]([C:25]([N:27]3[CH2:32][CH2:31][O:30][CH2:29][CH2:28]3)=[O:26])=[CH:21][N:20]=2)[C:15](=[O:33])[N:14]([CH3:34])[N:13]=1)(=O)C.[OH-].[Li+].O, predict the reaction product. The product is: [OH:4][CH2:5][C:6]1[C:7]([N:35]2[CH2:47][CH2:46][N:38]3[C:39]4[CH2:40][CH2:41][CH2:42][CH2:43][C:44]=4[CH:45]=[C:37]3[C:36]2=[O:48])=[N:8][CH:9]=[CH:10][C:11]=1[C:12]1[CH:17]=[C:16]([NH:18][C:19]2[CH:24]=[CH:23][C:22]([C:25]([N:27]3[CH2:32][CH2:31][O:30][CH2:29][CH2:28]3)=[O:26])=[CH:21][N:20]=2)[C:15](=[O:33])[N:14]([CH3:34])[N:13]=1. (6) Given the reactants [CH2:1]([O:3][C:4]([C:6]1[CH:7]=[N:8][C:9]2[C:14]([C:15]=1Cl)=[CH:13][CH:12]=[CH:11][C:10]=2[O:17][CH3:18])=[O:5])[CH3:2].[O:19]1[CH2:24][CH2:23][CH:22]([CH2:25][NH2:26])[CH2:21][CH2:20]1, predict the reaction product. The product is: [CH2:1]([O:3][C:4]([C:6]1[CH:7]=[N:8][C:9]2[C:14]([C:15]=1[NH:26][CH2:25][CH:22]1[CH2:23][CH2:24][O:19][CH2:20][CH2:21]1)=[CH:13][CH:12]=[CH:11][C:10]=2[O:17][CH3:18])=[O:5])[CH3:2]. (7) Given the reactants [CH:1](OCC)(OCC)OCC.[Cl:11][C:12]1[C:21]([NH2:22])=[C:20]([NH:23][CH2:24][C:25]2[O:29][N:28]=[C:27]([C:30]3[CH:35]=[CH:34][C:33]([F:36])=[CH:32][CH:31]=3)[CH:26]=2)[C:19]2[C:14](=[CH:15][CH:16]=[CH:17][CH:18]=2)[N:13]=1, predict the reaction product. The product is: [Cl:11][C:12]1[C:21]2[N:22]=[CH:1][N:23]([CH2:24][C:25]3[O:29][N:28]=[C:27]([C:30]4[CH:31]=[CH:32][C:33]([F:36])=[CH:34][CH:35]=4)[CH:26]=3)[C:20]=2[C:19]2[CH:18]=[CH:17][CH:16]=[CH:15][C:14]=2[N:13]=1.